This data is from Full USPTO retrosynthesis dataset with 1.9M reactions from patents (1976-2016). The task is: Predict the reactants needed to synthesize the given product. (1) Given the product [CH2:2]([S:5]([O-:8])(=[O:7])=[O:6])[CH2:3][S:5]([O-:8])(=[O:7])=[O:6].[Na+:9].[Na+:9], predict the reactants needed to synthesize it. The reactants are: Br[CH2:2][CH2:3]Br.[S:5]([O-:8])([O-:7])=[O:6].[Na+:9].[Na+]. (2) The reactants are: [N:1]1[C:6]2[C:7]3[CH:15]=[CH:14][CH:13]=[CH:12][C:8]=3[CH2:9][CH2:10][CH2:11][C:5]=2[C:4](=[O:16])[NH:3][CH:2]=1.[C:17]1([CH3:27])[CH:22]=[CH:21][C:20]([S:23](Cl)(=[O:25])=[O:24])=[CH:19][CH:18]=1.C(N(CC)CC)C. Given the product [CH3:27][C:17]1[CH:22]=[CH:21][C:20]([S:23]([O:16][C:4]2[C:5]3[CH2:11][CH2:10][CH2:9][C:8]4[CH:12]=[CH:13][CH:14]=[CH:15][C:7]=4[C:6]=3[N:1]=[CH:2][N:3]=2)(=[O:25])=[O:24])=[CH:19][CH:18]=1, predict the reactants needed to synthesize it.